From a dataset of Reaction yield outcomes from USPTO patents with 853,638 reactions. Predict the reaction yield, written as a fraction of the theoretical maximum amount of product (1.0 means a 100% yield; for example, 0.34 means a 34% yield). (1) The reactants are [CH3:1][O:2][C:3]1[CH:4]=[C:5]2[C:10](=[CH:11][CH:12]=1)[C:9]([OH:13])=[N:8][CH:7]=[CH:6]2.I[C:15]1[CH:20]=[CH:19][C:18]([O:21][CH3:22])=[CH:17][CH:16]=1.N1CCC[C@H]1C(O)=O.C(=O)([O-])[O-].[K+].[K+]. The catalyst is [Cu]I.O.CS(C)=O. The product is [CH3:1][O:2][C:3]1[CH:4]=[C:5]2[C:10](=[CH:11][CH:12]=1)[C:9](=[O:13])[N:8]([C:15]1[CH:20]=[CH:19][C:18]([O:21][CH3:22])=[CH:17][CH:16]=1)[CH:7]=[CH:6]2. The yield is 0.903. (2) The reactants are [NH2:1][C:2]1[C:7]([NH2:8])=[C:6]([NH:9][C@@H:10]2[C@@H:15]3[CH2:16][C@@H:12]([CH:13]=[CH:14]3)[C@@H:11]2[C:17]([NH2:19])=[O:18])[CH:5]=[CH:4][N:3]=1.[CH3:20][N:21]([CH3:30])[C:22]1[CH:29]=[CH:28][C:25]([CH:26]=O)=[CH:24][CH:23]=1. No catalyst specified. The product is [CH3:20][N:21]([CH3:30])[C:22]1[CH:29]=[CH:28][C:25]([C:26]2[NH:1][C:2]3=[N:3][CH:4]=[CH:5][C:6]([NH:9][C@@H:10]4[C@@H:15]5[CH2:16][C@@H:12]([CH:13]=[CH:14]5)[C@@H:11]4[C:17]([NH2:19])=[O:18])=[C:7]3[N:8]=2)=[CH:24][CH:23]=1. The yield is 0.330. (3) The reactants are [N+:1]([C:4]1[CH:12]=[C:11]([C:13]([CH2:16][C:17]([CH3:20])([CH3:19])[CH3:18])([CH3:15])[CH3:14])[CH:10]=[C:6]([C:7]([NH2:9])=[O:8])[C:5]=1[OH:21])([O-])=O.[H][H]. The catalyst is CO.[Pd]. The product is [NH2:1][C:4]1[CH:12]=[C:11]([C:13]([CH2:16][C:17]([CH3:20])([CH3:19])[CH3:18])([CH3:14])[CH3:15])[CH:10]=[C:6]([C:7]([NH2:9])=[O:8])[C:5]=1[OH:21]. The yield is 0.890. (4) The reactants are C(Cl)CCl.[NH2:5][C:6]1[N:11]=[CH:10][C:9](/[CH:12]=[CH:13]/[C:14]([OH:16])=O)=[CH:8][CH:7]=1.C([N:20]1[C:28]2[C:23](=[CH:24][CH:25]=[CH:26][CH:27]=2)[C:22]([CH2:29][NH:30][CH3:31])=[CH:21]1)(=O)C.C1C=CC2N(O)N=NC=2C=1.O.C(N(C(C)C)CC)(C)C. The catalyst is CN(C=O)C. The product is [NH2:5][C:6]1[N:11]=[CH:10][C:9](/[CH:12]=[CH:13]/[C:14]([N:30]([CH2:29][C:22]2[C:23]3[C:28](=[CH:27][CH:26]=[CH:25][CH:24]=3)[NH:20][CH:21]=2)[CH3:31])=[O:16])=[CH:8][CH:7]=1. The yield is 0.520. (5) The reactants are [Cl:1][C:2]1[C:8]([F:9])=[CH:7][CH:6]=[CH:5][C:3]=1[NH2:4].[C:10]1(P([C:10]2[CH:15]=[CH:14][CH:13]=[CH:12][CH:11]=2)[C:10]2[CH:15]=[CH:14][C:13]3[C:12](=CC=CC=3)[C:11]=2[C:10]2[C:15]3[C:14](=CC=CC=3)[CH:13]=[CH:12][C:11]=2P([C:10]2[CH:15]=[CH:14][CH:13]=[CH:12][CH:11]=2)[C:10]2[CH:15]=[CH:14][CH:13]=[CH:12][CH:11]=2)[CH:15]=[CH:14][CH:13]=[CH:12][CH:11]=1.C(=O)([O-])[O-].[Cs+].[Cs+].IC1C=CC=CC=1. The catalyst is C1(C)C=CC=CC=1.C([O-])(=O)C.[Pd+2].C([O-])(=O)C. The product is [Cl:1][C:2]1[C:8]([F:9])=[CH:7][CH:6]=[CH:5][C:3]=1[NH:4][C:10]1[CH:15]=[CH:14][CH:13]=[CH:12][CH:11]=1. The yield is 0.540. (6) The yield is 0.500. The catalyst is C(O)CCC. The product is [Cl:1][C:2]1[N:3]=[CH:4][N:5]=[C:6]([NH:9][CH:10]2[CH2:14][CH2:13][N:12]([C:15]([O:17][C:18]([CH3:21])([CH3:20])[CH3:19])=[O:16])[CH2:11]2)[CH:7]=1. The reactants are [Cl:1][C:2]1[C:7](Cl)=[CH:6][N:5]=[CH:4][N:3]=1.[NH2:9][CH:10]1[CH2:14][CH2:13][N:12]([C:15]([O:17][C:18]([CH3:21])([CH3:20])[CH3:19])=[O:16])[CH2:11]1.CCN(C(C)C)C(C)C.